This data is from Full USPTO retrosynthesis dataset with 1.9M reactions from patents (1976-2016). The task is: Predict the reactants needed to synthesize the given product. (1) Given the product [NH2:1][C@H:2]([C:9]1[CH:14]=[CH:13][CH:12]=[CH:11][CH:10]=1)[CH2:3][C:4]([O:6][CH3:7])=[O:5], predict the reactants needed to synthesize it. The reactants are: [NH2:1][C@H:2]([C:9]1[CH:14]=[CH:13][CH:12]=[CH:11][CH:10]=1)[CH2:3][C:4]([O:6][CH2:7]C)=[O:5].Cl.C(=O)(O)[O-].[Na+]. (2) Given the product [ClH:13].[Cl:13][CH2:2][C:3]1[N:4]([CH2:8][CH2:9][CH3:10])[CH:5]=[CH:6][N:7]=1, predict the reactants needed to synthesize it. The reactants are: O[CH2:2][C:3]1[N:4]([CH2:8][CH2:9][CH3:10])[CH:5]=[CH:6][N:7]=1.S(Cl)([Cl:13])=O.